This data is from Full USPTO retrosynthesis dataset with 1.9M reactions from patents (1976-2016). The task is: Predict the reactants needed to synthesize the given product. (1) Given the product [C:1]([N:4]1[C:13]2[C:8](=[CH:9][C:10]([C:14]3[CH:22]=[CH:21][C:17]([C:18]([NH:66][CH2:67][CH2:68][OH:69])=[O:19])=[CH:16][N:15]=3)=[CH:11][CH:12]=2)[C@H:7]([NH:23][C:24]2[CH:29]=[CH:28][C:27]([C:30]#[N:31])=[CH:26][N:25]=2)[CH2:6][C@@H:5]1[CH3:32])(=[O:3])[CH3:2], predict the reactants needed to synthesize it. The reactants are: [C:1]([N:4]1[C:13]2[C:8](=[CH:9][C:10]([C:14]3[CH:22]=[CH:21][C:17]([C:18](O)=[O:19])=[CH:16][N:15]=3)=[CH:11][CH:12]=2)[C@H:7]([NH:23][C:24]2[CH:29]=[CH:28][C:27]([C:30]#[N:31])=[CH:26][N:25]=2)[CH2:6][C@@H:5]1[CH3:32])(=[O:3])[CH3:2].CN(C(ON1N=NC2C=CC=NC1=2)=[N+](C)C)C.F[P-](F)(F)(F)(F)F.CCN(C(C)C)C(C)C.[NH2:66][CH2:67][CH2:68][OH:69]. (2) Given the product [Br:1][C:2]1[CH:7]=[CH:6][C:5]([C:8]2[NH:13][C:12](=[O:14])[C:11]3=[C:15]([CH2:16][CH3:17])[N:18]=[C:19]([CH:21]4[CH2:25][CH2:24][CH2:23][CH2:22]4)[N:10]3[N:9]=2)=[CH:4][CH:3]=1, predict the reactants needed to synthesize it. The reactants are: [Br:1][C:2]1[CH:7]=[CH:6][C:5]([C:8]2[NH:13][C:12](=[O:14])[C:11]([CH:15]([NH:18][C:19]([CH:21]3[CH2:25][CH2:24][CH2:23][CH2:22]3)=O)[CH2:16][CH3:17])=[N:10][N:9]=2)=[CH:4][CH:3]=1.P(Cl)(Cl)(Cl)=O. (3) Given the product [CH:15]1([C:20]([C:9]2[CH:8]=[C:7]([CH2:5][CH3:6])[CH:12]=[CH:11][C:10]=2[OH:13])=[O:21])[CH2:19][CH2:18][CH2:17][CH2:16]1, predict the reactants needed to synthesize it. The reactants are: [Cl-].[Al+3].[Cl-].[Cl-].[CH2:5]([C:7]1[CH:12]=[CH:11][C:10]([O:13]C)=[CH:9][CH:8]=1)[CH3:6].[CH:15]1([C:20](Cl)=[O:21])[CH2:19][CH2:18][CH2:17][CH2:16]1. (4) Given the product [F:1][C:2]1[CH:10]=[CH:9][C:8]2[N:7]([CH2:11][C:12]3[CH:21]=[CH:20][C:15]([C:16]([O:18][CH3:19])=[O:17])=[CH:14][CH:13]=3)[C:6]3[CH2:22][CH2:23][N:24]([CH2:27][CH2:28][N:44]4[CH2:49][CH2:48][O:47][CH2:46][CH2:45]4)[C:25](=[O:26])[C:5]=3[C:4]=2[CH:3]=1, predict the reactants needed to synthesize it. The reactants are: [F:1][C:2]1[CH:10]=[CH:9][C:8]2[N:7]([CH2:11][C:12]3[CH:21]=[CH:20][C:15]([C:16]([O:18][CH3:19])=[O:17])=[CH:14][CH:13]=3)[C:6]3[CH2:22][CH2:23][N:24]([CH2:27][CH2:28]O)[C:25](=[O:26])[C:5]=3[C:4]=2[CH:3]=1.CCN(C(C)C)C(C)C.CS(Cl)(=O)=O.[NH:44]1[CH2:49][CH2:48][O:47][CH2:46][CH2:45]1. (5) Given the product [OH:12][C:5]1[CH:6]=[C:7]([O:10][CH3:11])[CH:8]=[CH:9][C:4]=1[NH:1][C:16](=[O:15])[CH3:17], predict the reactants needed to synthesize it. The reactants are: [N+:1]([C:4]1[CH:9]=[CH:8][C:7]([O:10][CH3:11])=[CH:6][C:5]=1[OH:12])([O-])=O.[H][H].[O:15]1CC[CH2:17][CH2:16]1. (6) Given the product [F:1][C:2]1[C:3]([O:16][CH3:17])=[CH:4][CH:5]=[C:6]2[C:10]=1[C:9]([CH:11]([C:12]#[N:13])[C:14]#[N:15])([CH3:18])[CH2:8][CH2:7]2, predict the reactants needed to synthesize it. The reactants are: [F:1][C:2]1[C:3]([O:16][CH3:17])=[CH:4][CH:5]=[C:6]2[C:10]=1[C:9](=[C:11]([C:14]#[N:15])[C:12]#[N:13])[CH2:8][CH2:7]2.[CH3:18][Mg]Br.C(OCC)C. (7) Given the product [CH2:2]([N:7]1[CH2:6][C:5]([CH3:18])([CH3:4])[C:14]2[C:9](=[CH:10][C:11]([N+:15]([O-:17])=[O:16])=[CH:12][CH:13]=2)[CH2:8]1)[CH3:3], predict the reactants needed to synthesize it. The reactants are: Br[CH2:2][CH3:3].[CH3:4][C:5]1([CH3:18])[C:14]2[C:9](=[CH:10][C:11]([N+:15]([O-:17])=[O:16])=[CH:12][CH:13]=2)[CH2:8][NH:7][CH2:6]1.C([O-])([O-])=O.[K+].[K+].